This data is from Forward reaction prediction with 1.9M reactions from USPTO patents (1976-2016). The task is: Predict the product of the given reaction. (1) Given the reactants C[Al](C)C.Cl.[CH3:6][NH:7][CH3:8].[Br:9][C:10]1[C:23]([CH3:24])=[C:22]([C:25]#[N:26])[C:13]2[N:14]=[C:15]([C:17]([O:19]CC)=O)[O:16][C:12]=2[C:11]=1[F:27].Cl, predict the reaction product. The product is: [Br:9][C:10]1[C:23]([CH3:24])=[C:22]([C:25]#[N:26])[C:13]2[N:14]=[C:15]([C:17]([N:7]([CH3:8])[CH3:6])=[O:19])[O:16][C:12]=2[C:11]=1[F:27]. (2) Given the reactants [C:1]([O:4][C:5](=[O:7])[CH3:6])(=O)[CH3:2].O[C@@H]1[C:15]2[CH:16]=[CH:17][CH:18]=[CH:19][C:14]=2[N:13]([C:20]([NH2:22])=[O:21])[C:12]2[CH:23]=[CH:24][CH:25]=[CH:26][C:11]=2C1.ClCCl, predict the reaction product. The product is: [CH3:6][C:5]([O:4][C@@H:1]1[C:23]2[CH:24]=[CH:25][CH:26]=[CH:11][C:12]=2[N:13]([C:20]([NH2:22])=[O:21])[C:14]2[CH:15]=[CH:16][CH:17]=[CH:18][C:19]=2[CH2:2]1)=[O:7]. (3) Given the reactants [CH2:1]([N:8]1[CH2:13][CH2:12][NH:11][C@H:10]([CH2:14][C:15]2[CH:24]=[CH:23][C:22]3[C:17](=[CH:18][CH:19]=[CH:20][CH:21]=3)[CH:16]=2)[CH2:9]1)[C:2]1[CH:7]=[CH:6][CH:5]=[CH:4][CH:3]=1.C(N(CC)CC)C.[Cl:32][C:33]1[CH:34]=[C:35]([CH:39]=[C:40]([Cl:42])[CH:41]=1)[C:36](Cl)=[O:37], predict the reaction product. The product is: [CH2:1]([N:8]1[CH2:13][CH2:12][N:11]([C:36](=[O:37])[C:35]2[CH:34]=[C:33]([Cl:32])[CH:41]=[C:40]([Cl:42])[CH:39]=2)[C@H:10]([CH2:14][C:15]2[CH:24]=[CH:23][C:22]3[C:17](=[CH:18][CH:19]=[CH:20][CH:21]=3)[CH:16]=2)[CH2:9]1)[C:2]1[CH:3]=[CH:4][CH:5]=[CH:6][CH:7]=1. (4) Given the reactants [H-].[Na+].[C:3]([O:7][C:8]([N:10]1[CH2:15][CH2:14][CH:13]([OH:16])[CH2:12][CH2:11]1)=[O:9])([CH3:6])([CH3:5])[CH3:4].Br[C:18]1[CH:23]=[CH:22][CH:21]=[CH:20][N:19]=1.O, predict the reaction product. The product is: [C:3]([O:7][C:8]([N:10]1[CH2:15][CH2:14][CH:13]([O:16][C:18]2[CH:23]=[CH:22][CH:21]=[CH:20][N:19]=2)[CH2:12][CH2:11]1)=[O:9])([CH3:6])([CH3:4])[CH3:5]. (5) Given the reactants [Na+].[Cl-].[Mg+2].[Cl-].[Cl-].C(O)C(N)(CO)CO.SCCO.C1N=C(N)C2N=CN([C@@H]3O[C@H](COP(OP(OC[C@H]4O[C@@H](N5C=C(C(N)=O)CC=C5)[C@H](O)[C@@H]4O)(O)=O)(O)=O)[C@@H](O)[C@H]3OP(O)(O)=O)C=2N=1.[CH:66]1[C:71]([OH:72])=[CH:70][C:69]2[O:73][C:74]3[C:80](=[N+:81]([O-:82])[C:68]=2[CH:67]=1)[CH:79]=[CH:78][C:76](=[O:77])[CH:75]=3, predict the reaction product. The product is: [CH:78]1[C:76]([OH:77])=[CH:75][C:74]2[O:73][C:69]3[C:68](=[N+:81]([O-:82])[C:80]=2[CH:79]=1)[CH:67]=[CH:66][C:71](=[O:72])[CH:70]=3.[CH:78]1[C:76]([OH:77])=[CH:75][C:74]2[O:73][C:69]3[C:68](=[N:81][C:80]=2[CH:79]=1)[CH:67]=[CH:66][C:71](=[O:72])[CH:70]=3. (6) Given the reactants N[OH:2].[O-]S(C(F)(F)F)(=O)=O.[PH:11](=[O:14])([OH:13])[OH:12].C1(C=CC=CN=1)SSC1C=CC=CN=1.[C:29]1(P([C:29]2[CH:34]=[CH:33][CH:32]=[CH:31][CH:30]=2)[C:29]2[CH:34]=[CH:33][CH:32]=[CH:31][CH:30]=2)[CH:34]=[CH:33][CH:32]=[CH:31][CH:30]=1, predict the reaction product. The product is: [PH:11](=[O:12])([OH:14])[OH:13].[C:29]1([OH:2])[CH:34]=[CH:33][CH:32]=[CH:31][CH:30]=1. (7) Given the reactants Cl.[C:2]([C:6]1[N:11]=[C:10]([C:12]2[CH:17]=[CH:16][CH:15]=[CH:14][CH:13]=2)[C:9]([NH2:18])=[CH:8][N:7]=1)([CH3:5])([CH3:4])[CH3:3].[N:19]([C:22]1[CH:23]=[C:24]([CH:32]=[CH:33][CH:34]=1)[O:25][C:26]1[CH:31]=[CH:30][CH:29]=[CH:28][CH:27]=1)=[C:20]=[O:21], predict the reaction product. The product is: [C:2]([C:6]1[N:11]=[C:10]([C:12]2[CH:13]=[CH:14][CH:15]=[CH:16][CH:17]=2)[C:9]([NH:18][C:20]([NH:19][C:22]2[CH:34]=[CH:33][CH:32]=[C:24]([O:25][C:26]3[CH:31]=[CH:30][CH:29]=[CH:28][CH:27]=3)[CH:23]=2)=[O:21])=[CH:8][N:7]=1)([CH3:5])([CH3:3])[CH3:4]. (8) Given the reactants [CH3:1][C:2]1[CH:10]=[C:9]([CH3:11])[C:8]([C:12]2[N:13]=[C:14]([CH:18]3[CH2:23][CH2:22][O:21][CH2:20][CH2:19]3)[NH:15][C:16]=2[CH3:17])=[CH:7][C:3]=1[C:4](O)=[O:5].Cl.[NH:25]1[CH2:28][CH:27]([C:29]2[CH:36]=[CH:35][C:32]([C:33]#[N:34])=[CH:31][CH:30]=2)[CH2:26]1.CCN=C=NCCCN(C)C.C1C=CC2N(O)N=NC=2C=1.CCN(C(C)C)C(C)C, predict the reaction product. The product is: [CH3:1][C:2]1[CH:10]=[C:9]([CH3:11])[C:8]([C:12]2[NH:13][C:14]([CH:18]3[CH2:19][CH2:20][O:21][CH2:22][CH2:23]3)=[N:15][C:16]=2[CH3:17])=[CH:7][C:3]=1[C:4]([N:25]1[CH2:28][CH:27]([C:29]2[CH:36]=[CH:35][C:32]([C:33]#[N:34])=[CH:31][CH:30]=2)[CH2:26]1)=[O:5]. (9) The product is: [F:15][C:16]([F:26])([F:27])[C:17]1[CH:25]=[CH:24][CH:23]=[CH:22][C:18]=1[C:19]([NH:1][C:2]1[CH:3]=[C:4]([C:11]([O:13][CH3:14])=[O:12])[C:5]2[N:9]=[CH:8][NH:7][C:6]=2[CH:10]=1)=[O:20]. Given the reactants [NH2:1][C:2]1[CH:3]=[C:4]([C:11]([O:13][CH3:14])=[O:12])[C:5]2[N:9]=[CH:8][NH:7][C:6]=2[CH:10]=1.[F:15][C:16]([F:27])([F:26])[C:17]1[CH:25]=[CH:24][CH:23]=[CH:22][C:18]=1[C:19](Cl)=[O:20], predict the reaction product. (10) Given the reactants Br[C:2]1[CH:3]=[CH:4][C:5]([O:8][C:9]2[CH:14]=[CH:13][C:12]([CH2:15][CH2:16][C:17]([O:19][CH2:20][CH3:21])=[O:18])=[CH:11][C:10]=2[O:22][CH3:23])=[N:6][CH:7]=1.[F:24][C:25]([F:35])([F:34])[C:26]1[CH:33]=[CH:32][C:29]([CH:30]=[CH2:31])=[CH:28][CH:27]=1.Cl.CN(C)CC(O)=O.C([O-])(=O)C.[Na+], predict the reaction product. The product is: [CH3:23][O:22][C:10]1[CH:11]=[C:12]([CH2:15][CH2:16][C:17]([O:19][CH2:20][CH3:21])=[O:18])[CH:13]=[CH:14][C:9]=1[O:8][C:5]1[CH:4]=[CH:3][C:2](/[CH:31]=[CH:30]/[C:29]2[CH:28]=[CH:27][C:26]([C:25]([F:24])([F:34])[F:35])=[CH:33][CH:32]=2)=[CH:7][N:6]=1.